This data is from Forward reaction prediction with 1.9M reactions from USPTO patents (1976-2016). The task is: Predict the product of the given reaction. (1) Given the reactants C12OC(CC1)CN(C1N=C(C3C=CC(N)=CC=3)N=C3N(CC(F)(F)F)N=CC=13)C2.ClC(Cl)(OC(=O)OC(Cl)(Cl)Cl)Cl.[O:42]1[CH2:47][CH2:46][N:45]([C:48]2[N:53]=[CH:52][C:51]([NH2:54])=[CH:50][CH:49]=2)[CH2:44][CH2:43]1.[N:55]([C:58]1[CH:63]=[CH:62][C:61]([C:64]2[N:69]=[C:68]3[N:70]([CH2:73][C:74]([F:77])([F:76])[F:75])[N:71]=[CH:72][C:67]3=[C:66]([N:78]3[CH2:84][CH:83]4[O:85][CH:80]([CH2:81][CH2:82]4)[CH2:79]3)[N:65]=2)=[CH:60][CH:59]=1)=[C:56]=[O:57], predict the reaction product. The product is: [N:45]1([C:48]2[N:53]=[CH:52][C:51]([NH:54][C:56]([NH:55][C:58]3[CH:63]=[CH:62][C:61]([C:64]4[N:69]=[C:68]5[N:70]([CH2:73][C:74]([F:76])([F:77])[F:75])[N:71]=[CH:72][C:67]5=[C:66]([N:78]5[CH2:84][CH:83]6[O:85][CH:80]([CH2:81][CH2:82]6)[CH2:79]5)[N:65]=4)=[CH:60][CH:59]=3)=[O:57])=[CH:50][CH:49]=2)[CH2:46][CH2:47][O:42][CH2:43][CH2:44]1. (2) Given the reactants [OH:1][C:2]1[CH:7]=[C:6]([OH:8])[CH:5]=[CH:4][C:3]=1[CH:9]1[CH2:14][CH2:13][C:12](=[O:15])[CH2:11][CH2:10]1.C(O)C.[BH4-].[Na+].Cl, predict the reaction product. The product is: [OH:1][C:2]1[CH:7]=[C:6]([OH:8])[CH:5]=[CH:4][C:3]=1[C@H:9]1[CH2:14][CH2:13][C@H:12]([OH:15])[CH2:11][CH2:10]1. (3) Given the reactants CON(C)[C:4]([C:6]1[N:10]=[C:9]([C@@H:11]2[CH2:16][N:15]3[CH2:17][CH2:18][CH2:19][C@@H:14]3[CH2:13][N:12]2C(OC(C)(C)C)=O)[O:8][N:7]=1)=[O:5].[F:28][C:29]1[CH:30]=[C:31]([Mg]Br)[CH:32]=[CH:33][C:34]=1[F:35].C(OCC)(=O)C.Cl.O, predict the reaction product. The product is: [F:28][C:29]1[CH:30]=[C:31]([C:4]([C:6]2[N:10]=[C:9]([C@@H:11]3[CH2:16][N:15]4[CH2:17][CH2:18][CH2:19][C@@H:14]4[CH2:13][NH:12]3)[O:8][N:7]=2)=[O:5])[CH:32]=[CH:33][C:34]=1[F:35]. (4) Given the reactants [NH2:1][C:2]1[CH:24]=[CH:23][C:5]([O:6][C:7]2[C:16]3[C:11](=[CH:12][C:13]([O:21][CH3:22])=[C:14]([C:17](NC)=[O:18])[CH:15]=3)[N:10]=[CH:9][CH:8]=2)=[C:4](F)[CH:3]=1.CN.NC1C=CC(OC2C3C(=CC(OC)=C(C(NC)=O)C=3)N=CC=2)=CC=1[F:52].CN1CCC[C:55]1=[O:59], predict the reaction product. The product is: [NH2:1][C:2]1[CH:3]=[CH:4][C:5]([O:6][C:7]2[C:16]3[C:11](=[CH:12][C:13]([O:21][CH3:22])=[C:14]([C:17]([O:59][CH3:55])=[O:18])[CH:15]=3)[N:10]=[CH:9][CH:8]=2)=[CH:23][C:24]=1[F:52]. (5) Given the reactants C[O:2][C:3]1[CH:4]=[CH:5][C:6]2[S:10][C:9]([C:11]3[CH:21]=[CH:20][C:14]([C:15]([O:17][CH2:18][CH3:19])=[O:16])=[CH:13][CH:12]=3)=[CH:8][C:7]=2[CH:22]=1.B(Br)(Br)Br.C(OCC)(=O)C, predict the reaction product. The product is: [OH:2][C:3]1[CH:4]=[CH:5][C:6]2[S:10][C:9]([C:11]3[CH:21]=[CH:20][C:14]([C:15]([O:17][CH2:18][CH3:19])=[O:16])=[CH:13][CH:12]=3)=[CH:8][C:7]=2[CH:22]=1.